This data is from Full USPTO retrosynthesis dataset with 1.9M reactions from patents (1976-2016). The task is: Predict the reactants needed to synthesize the given product. (1) Given the product [C:1]([CH2:3][CH:4]([N:24]1[CH:28]=[C:27]([C:29]2[C:30]3[CH:37]=[CH:36][N:35]([CH2:38][O:39][CH2:40][CH2:41][Si:42]([CH3:43])([CH3:45])[CH3:44])[C:31]=3[N:32]=[CH:33][N:34]=2)[CH:26]=[N:25]1)[CH2:5][N:6]1[CH2:11][CH2:10][CH:9]([O:12][C:13]2[CH:14]=[C:15]([CH:20]=[C:21]([F:23])[CH:22]=2)[C:16]([OH:18])=[O:17])[CH2:8][CH2:7]1)#[N:2], predict the reactants needed to synthesize it. The reactants are: [C:1]([CH2:3][CH:4]([N:24]1[CH:28]=[C:27]([C:29]2[C:30]3[CH:37]=[CH:36][N:35]([CH2:38][O:39][CH2:40][CH2:41][Si:42]([CH3:45])([CH3:44])[CH3:43])[C:31]=3[N:32]=[CH:33][N:34]=2)[CH:26]=[N:25]1)[CH2:5][N:6]1[CH2:11][CH2:10][CH:9]([O:12][C:13]2[CH:14]=[C:15]([CH:20]=[C:21]([F:23])[CH:22]=2)[C:16]([O:18]C)=[O:17])[CH2:8][CH2:7]1)#[N:2].C1COCC1.O.[OH-].[Li+].Cl. (2) Given the product [Br:1][C:2]1[CH:7]=[CH:6][N:5]=[C:4]([O:12][CH:10]([CH3:11])[CH3:9])[CH:3]=1, predict the reactants needed to synthesize it. The reactants are: [Br:1][C:2]1[CH:7]=[CH:6][N:5]=[C:4](F)[CH:3]=1.[CH3:9][C:10](C)([O-:12])[CH3:11].[K+]. (3) Given the product [Si:7]([O:4][CH2:3][C:2]([CH3:6])([NH2:1])[CH3:5])([C:10]([CH3:13])([CH3:12])[CH3:11])([CH3:9])[CH3:8], predict the reactants needed to synthesize it. The reactants are: [NH2:1][C:2]([CH3:6])([CH3:5])[CH2:3][OH:4].[Si:7](Cl)([C:10]([CH3:13])([CH3:12])[CH3:11])([CH3:9])[CH3:8]. (4) Given the product [CH3:20][C:17]1([CH3:21])[CH2:16][NH:15][C:14](=[O:22])[C:13]2[S:12][C:11]([C:23]3[CH:28]=[CH:27][N:26]=[C:25]4[NH:29][CH:30]=[CH:31][C:24]=34)=[N:10][C:19]=2[CH2:18]1, predict the reactants needed to synthesize it. The reactants are: C1(S([N:10]2[C:19]3[CH2:18][C:17]([CH3:21])([CH3:20])[CH2:16][NH:15][C:14](=[O:22])[C:13]=3[S:12][CH:11]2[C:23]2[CH:28]=[CH:27][N:26]=[C:25]3[NH:29][CH:30]=[CH:31][C:24]=23)(=O)=O)C=CC=CC=1.[OH-].[Na+]. (5) The reactants are: [F:1][C:2]1[CH:7]=[CH:6][C:5]([CH:8]([C:26]2[CH:31]=[CH:30][C:29]([F:32])=[CH:28][CH:27]=2)[O:9][C:10]2[CH:22]=[CH:21][C:20]([N+:23]([O-])=O)=[CH:19][C:11]=2[C:12]([O:14][C:15]([CH3:18])([CH3:17])[CH3:16])=[O:13])=[CH:4][CH:3]=1.[Cl-].[Ca+2].[Cl-]. Given the product [NH2:23][C:20]1[CH:21]=[CH:22][C:10]([O:9][CH:8]([C:5]2[CH:6]=[CH:7][C:2]([F:1])=[CH:3][CH:4]=2)[C:26]2[CH:31]=[CH:30][C:29]([F:32])=[CH:28][CH:27]=2)=[C:11]([CH:19]=1)[C:12]([O:14][C:15]([CH3:18])([CH3:17])[CH3:16])=[O:13], predict the reactants needed to synthesize it. (6) Given the product [Cl:1][C:2]1[CH:3]=[C:4]([C:5]([O:7][CH3:8])=[O:6])[CH:9]=[CH:10][C:11]=1[B:12]([OH:13])[OH:16], predict the reactants needed to synthesize it. The reactants are: [Cl:1][C:2]1[CH:3]=[C:4]([CH:9]=[CH:10][C:11]=1[B:12]1[O:16]C(C)(C)C(C)(C)[O:13]1)[C:5]([O:7][CH3:8])=[O:6].C([O-])(=O)C.[NH4+].I([O-])(=O)(=O)=O.[Na+]. (7) Given the product [C:29]([O:28][C:26]([N:20]1[CH2:25][CH2:24][N:23]([C:13]2[N:12]=[C:11]3[C:16]([N:8]([CH2:7][C:6]([O:5][C:2]([CH3:4])([CH3:3])[CH3:1])=[O:19])[CH:9]=[N:10]3)=[C:15]([NH2:17])[N:14]=2)[CH2:22][CH2:21]1)=[O:27])([CH3:32])([CH3:30])[CH3:31], predict the reactants needed to synthesize it. The reactants are: [CH3:1][C:2]([O:5][C:6](=[O:19])[CH2:7][N:8]1[C:16]2[C:11](=[N:12][C:13](Cl)=[N:14][C:15]=2[NH2:17])[N:10]=[CH:9]1)([CH3:4])[CH3:3].[N:20]1([C:26]([O:28][C:29]([CH3:32])([CH3:31])[CH3:30])=[O:27])[CH2:25][CH2:24][NH:23][CH2:22][CH2:21]1.O.C(OCC)(=O)C. (8) Given the product [Cl:8][C:9]1[CH:17]=[CH:16][C:15]([N:1]2[CH:5]=[CH:4][CH:3]=[N:2]2)=[CH:14][C:10]=1[C:11]([NH2:13])=[O:12], predict the reactants needed to synthesize it. The reactants are: [NH:1]1[CH:5]=[CH:4][CH:3]=[N:2]1.[H-].[Na+].[Cl:8][C:9]1[CH:17]=[CH:16][C:15](F)=[CH:14][C:10]=1[C:11]([NH2:13])=[O:12]. (9) Given the product [Br:14][C:15]1[CH:23]=[CH:22][C:21]2[C:17](=[CH:18][N:19]([CH3:24])[N:20]=2)[C:16]=1/[CH:25]=[CH:3]/[C:1]#[N:2], predict the reactants needed to synthesize it. The reactants are: [C:1]([CH2:3]P(=O)(OCC)OCC)#[N:2].[H-].[Na+].[Br:14][C:15]1[CH:23]=[CH:22][C:21]2[C:17](=[CH:18][N:19]([CH3:24])[N:20]=2)[C:16]=1[CH:25]=O.